The task is: Predict which catalyst facilitates the given reaction.. This data is from Catalyst prediction with 721,799 reactions and 888 catalyst types from USPTO. (1) Reactant: [C:1]1([C:7]2[C:11]3[CH2:12][NH:13][CH2:14][CH2:15][C:10]=3[NH:9][N:8]=2)[CH:6]=[CH:5][CH:4]=[CH:3][CH:2]=1.[C:16]1([CH:22]2[CH2:24][CH:23]2[C:25](O)=[O:26])[CH:21]=[CH:20][CH:19]=[CH:18][CH:17]=1.CCN(C(C)C)C(C)C.CN(C(ON1N=NC2C=CC=NC1=2)=[N+](C)C)C.F[P-](F)(F)(F)(F)F. Product: [C:16]1([CH:22]2[CH2:24][CH:23]2[C:25]([N:13]2[CH2:14][CH2:15][C:10]3=[N:9][NH:8][C:7]([C:1]4[CH:2]=[CH:3][CH:4]=[CH:5][CH:6]=4)=[C:11]3[CH2:12]2)=[O:26])[CH:21]=[CH:20][CH:19]=[CH:18][CH:17]=1. The catalyst class is: 34. (2) The catalyst class is: 22. Product: [Br:1][C:5]1[C:6]2[CH:11]=[CH:10][CH:9]=[CH:8][C:7]=2[S:3][C:4]=1[C:12]1[S:17][CH2:16][CH2:15][O:14][N:13]=1. Reactant: [Br:1]Br.[S:3]1[C:7]2[CH:8]=[CH:9][CH:10]=[CH:11][C:6]=2[CH:5]=[C:4]1[C:12]1[S:17][CH2:16][CH2:15][O:14][N:13]=1.[OH-].[Na+]. (3) Reactant: [F:1][C:2]1[CH:7]=[CH:6][CH:5]=[CH:4][C:3]=1[CH:8]([C:23]1[CH:28]=[CH:27][CH:26]=[CH:25][CH:24]=1)[O:9][C:10]1[CH:19]=[CH:18][C:17]([N+:20]([O-])=O)=[CH:16][C:11]=1[C:12]([O:14][CH3:15])=[O:13].[Cl-].[Ca+2].[Cl-]. Product: [NH2:20][C:17]1[CH:18]=[CH:19][C:10]([O:9][CH:8]([C:3]2[CH:4]=[CH:5][CH:6]=[CH:7][C:2]=2[F:1])[C:23]2[CH:28]=[CH:27][CH:26]=[CH:25][CH:24]=2)=[C:11]([CH:16]=1)[C:12]([O:14][CH3:15])=[O:13]. The catalyst class is: 190.